Predict the reactants needed to synthesize the given product. From a dataset of Full USPTO retrosynthesis dataset with 1.9M reactions from patents (1976-2016). Given the product [CH3:8][O:9][C:10]([CH:12]1[CH2:13][NH:14][CH2:15][CH2:16][N:17]1[C:18](=[O:28])[CH:19]=[CH:20][C:21]1[CH:26]=[CH:25][CH:24]=[C:23]([Cl:27])[CH:22]=1)=[O:11], predict the reactants needed to synthesize it. The reactants are: FC(F)(F)C(O)=O.[CH3:8][O:9][C:10]([CH:12]1[N:17]([C:18](=[O:28])[CH:19]=[CH:20][C:21]2[CH:26]=[CH:25][CH:24]=[C:23]([Cl:27])[CH:22]=2)[CH2:16][CH2:15][N:14](C(OC(C)(C)C)=O)[CH2:13]1)=[O:11].